Dataset: Full USPTO retrosynthesis dataset with 1.9M reactions from patents (1976-2016). Task: Predict the reactants needed to synthesize the given product. (1) The reactants are: [CH3:1][CH:2]([N:4]1[C:8]2[N:9]=[C:10]([C:16]3[CH:21]=[CH:20][N:19]=[CH:18][CH:17]=3)[CH:11]=[C:12]([C:13](O)=[O:14])[C:7]=2[CH:6]=[N:5]1)[CH3:3].[NH2:22][CH2:23][C:24]1[C:25](=[O:37])[NH:26][C:27]([CH3:36])=[CH:28][C:29]=1[C:30]1[CH:35]=[CH:34][CH:33]=[CH:32][CH:31]=1. Given the product [CH3:1][CH:2]([N:4]1[C:8]2[N:9]=[C:10]([C:16]3[CH:21]=[CH:20][N:19]=[CH:18][CH:17]=3)[CH:11]=[C:12]([C:13]([NH:22][CH2:23][C:24]3[C:25](=[O:37])[NH:26][C:27]([CH3:36])=[CH:28][C:29]=3[C:30]3[CH:35]=[CH:34][CH:33]=[CH:32][CH:31]=3)=[O:14])[C:7]=2[CH:6]=[N:5]1)[CH3:3], predict the reactants needed to synthesize it. (2) Given the product [F:1][C:2]([F:15])([F:14])[S:3]([O:6][C@H:23]1[CH2:28][CH2:27][O:26][C:24]1=[O:25])(=[O:5])=[O:4], predict the reactants needed to synthesize it. The reactants are: [F:1][C:2]([F:15])([F:14])[S:3]([O:6]S(C(F)(F)F)(=O)=O)(=[O:5])=[O:4].N1C=CC=CC=1.O[C@H:23]1[CH2:28][CH2:27][O:26][C:24]1=[O:25].